This data is from Catalyst prediction with 721,799 reactions and 888 catalyst types from USPTO. The task is: Predict which catalyst facilitates the given reaction. Reactant: C[O:2][C:3]1[C:12]2[C:7](=[CH:8][C:9]([O:15][CH3:16])=[C:10]([O:13][CH3:14])[CH:11]=2)[N:6]=[CH:5][CH:4]=1.[CH:17]([Mg]Cl)([CH3:19])[CH3:18].Cl[C:23]([O:25][CH2:26][CH3:27])=[O:24].Cl. Product: [CH2:26]([O:25][C:23]([N:6]1[C:7]2[C:12](=[CH:11][C:10]([O:13][CH3:14])=[C:9]([O:15][CH3:16])[CH:8]=2)[C:3](=[O:2])[CH2:4][CH:5]1[CH:17]([CH3:19])[CH3:18])=[O:24])[CH3:27]. The catalyst class is: 7.